From a dataset of Forward reaction prediction with 1.9M reactions from USPTO patents (1976-2016). Predict the product of the given reaction. (1) Given the reactants [Si]([O:18][CH2:19][C@@H:20]([CH:39]1[CH2:42][N:41]([C:43]([O:45][C:46]([CH3:49])([CH3:48])[CH3:47])=[O:44])[CH2:40]1)[O:21][C:22]1[CH:27]=[C:26]([C@H:28]([CH:35]2[CH2:37][CH2:36]2)[C@H:29]([CH3:34])[C:30]([O:32][CH3:33])=[O:31])[CH:25]=[CH:24][C:23]=1[I:38])(C(C)(C)C)(C1C=CC=CC=1)C1C=CC=CC=1.CCCC[N+](CCCC)(CCCC)CCCC.[F-], predict the reaction product. The product is: [CH:35]1([C@@H:28]([C:26]2[CH:25]=[CH:24][C:23]([I:38])=[C:22]([CH:27]=2)[O:21][C@H:20]([CH:39]2[CH2:40][N:41]([C:43]([O:45][C:46]([CH3:48])([CH3:47])[CH3:49])=[O:44])[CH2:42]2)[CH2:19][OH:18])[C@H:29]([CH3:34])[C:30]([O:32][CH3:33])=[O:31])[CH2:36][CH2:37]1. (2) Given the reactants C(O[Na:6])(C)(C)C.[Cl:7][C:8]1[CH:9]=[CH:10][C:11]([O:27][CH2:28][C:29]2[CH:34]=[CH:33][C:32]([F:35])=[CH:31][C:30]=2[F:36])=[C:12]([CH:26]=1)[CH2:13][N:14]1[C:18]2[CH:19]=[N:20][CH:21]=[C:22]([C:23]([OH:25])=[O:24])[C:17]=2[CH:16]=[CH:15]1, predict the reaction product. The product is: [Cl:7][C:8]1[CH:9]=[CH:10][C:11]([O:27][CH2:28][C:29]2[CH:34]=[CH:33][C:32]([F:35])=[CH:31][C:30]=2[F:36])=[C:12]([CH:26]=1)[CH2:13][N:14]1[C:18]2[CH:19]=[N:20][CH:21]=[C:22]([C:23]([O-:25])=[O:24])[C:17]=2[CH:16]=[CH:15]1.[Na+:6].